Dataset: Full USPTO retrosynthesis dataset with 1.9M reactions from patents (1976-2016). Task: Predict the reactants needed to synthesize the given product. (1) Given the product [NH:27]1[CH:26]=[C:25]([C:23]2[CH:22]=[CH:21][C:20]3[N:16]([CH2:15][CH:12]4[CH2:13][CH2:14][N:9]([C:7]([C:1]5[CH:6]=[CH:5][CH:4]=[CH:3][CH:2]=5)=[O:8])[CH2:10][CH2:11]4)[CH:17]=[N:18][C:19]=3[CH:24]=2)[CH:29]=[N:28]1, predict the reactants needed to synthesize it. The reactants are: [C:1]1([C:7]([N:9]2[CH2:14][CH2:13][CH:12]([CH2:15][N:16]3[C:20]4[CH:21]=[CH:22][C:23]([C:25]5[CH:26]=[N:27][N:28](C6CCCCO6)[CH:29]=5)=[CH:24][C:19]=4[N:18]=[CH:17]3)[CH2:11][CH2:10]2)=[O:8])[CH:6]=[CH:5][CH:4]=[CH:3][CH:2]=1.C(=O)(O)[O-].[Na+]. (2) Given the product [N+:1]([C:4]1[CH:13]=[CH:12][C:7]2=[N:8][S:9][CH:10]=[C:6]2[CH:5]=1)([O-:3])=[O:2], predict the reactants needed to synthesize it. The reactants are: [N+:1]([C:4]1[CH:13]=[CH:12][C:7]2=[N:8][S:9][C:10](N)=[C:6]2[CH:5]=1)([O-:3])=[O:2].N(OCCC(C)C)=O.